Dataset: Reaction yield outcomes from USPTO patents with 853,638 reactions. Task: Predict the reaction yield, written as a fraction of the theoretical maximum amount of product (1.0 means a 100% yield; for example, 0.34 means a 34% yield). (1) The reactants are [F:1][C:2]1[CH:7]=[CH:6][CH:5]=[CH:4][C:3]=1[NH:8][C:9]1[O:13][C:12]([C:14]([NH:16][CH:17]2[CH2:22][CH2:21][N:20](C(OC(C)(C)C)=O)[CH2:19][CH2:18]2)=[O:15])=[N:11][N:10]=1. The catalyst is Cl.O1CCOCC1. The product is [F:1][C:2]1[CH:7]=[CH:6][CH:5]=[CH:4][C:3]=1[NH:8][C:9]1[O:13][C:12]([C:14]([NH:16][CH:17]2[CH2:18][CH2:19][NH:20][CH2:21][CH2:22]2)=[O:15])=[N:11][N:10]=1. The yield is 0.660. (2) The reactants are [C:1]1(C(O)=O)[C:11]2=[C:12]3[C:7](=[CH:8][CH:9]=[CH:10]2)[CH2:6][CH2:5][CH2:4][N:3]3[CH:2]=1.N1C2C(=CC=CC=2)C=CC=1. The catalyst is ClCCl.[Cr]([O-])([O-])=O.[Cu+2]. The product is [CH:1]1[C:11]2=[C:12]3[C:7](=[CH:8][CH:9]=[CH:10]2)[CH2:6][CH2:5][CH2:4][N:3]3[CH:2]=1. The yield is 0.720. (3) The reactants are [Br:1][C:2]1[CH:7]=[CH:6][C:5]([CH2:8][C:9]([OH:11])=O)=[CH:4][CH:3]=1.C(Cl)CCl.[C:16]1([NH2:22])[CH:21]=[CH:20][CH:19]=[CH:18][CH:17]=1. The catalyst is CN(C1C=CN=CC=1)C.CN(C=O)C. The product is [Br:1][C:2]1[CH:3]=[CH:4][C:5]([CH2:8][C:9]([NH:22][C:16]2[CH:21]=[CH:20][CH:19]=[CH:18][CH:17]=2)=[O:11])=[CH:6][CH:7]=1. The yield is 0.690. (4) The product is [NH2:1][CH:2]([C:7]1[CH:8]=[CH:9][C:10]([Cl:13])=[CH:11][CH:12]=1)[CH2:3][CH2:4][OH:5]. The reactants are [NH2:1][CH:2]([C:7]1[CH:12]=[CH:11][C:10]([Cl:13])=[CH:9][CH:8]=1)[CH2:3][C:4](O)=[O:5].CO. The yield is 0.568. The catalyst is C1COCC1. (5) The yield is 0.790. No catalyst specified. The reactants are [CH3:1][N:2]([CH3:26])[CH2:3][C@H:4]([OH:25])[CH2:5][O:6][CH2:7][CH2:8][CH2:9][CH2:10][CH2:11][CH2:12][CH2:13][CH2:14]/[CH:15]=[CH:16]\[CH2:17]/[CH:18]=[CH:19]\[CH2:20][CH2:21][CH2:22][CH2:23][CH3:24].[H-].[Na+].CS(O[CH2:34][CH2:35][CH2:36][CH2:37][CH2:38][CH2:39][CH2:40][CH2:41][O:42][C@H:43]1[CH2:67][CH2:66][C@@:65]2([CH3:68])[C:45](=[CH:46][CH2:47][C@@H:48]3[C@@H:64]2[CH2:63][CH2:62][C@@:61]2([CH3:69])[C@H:49]3[CH2:50][CH2:51][C@@H:52]2[C@H:53]([CH3:60])[CH2:54][CH2:55][CH2:56][CH:57]([CH3:59])[CH3:58])[CH2:44]1)(=O)=O. The product is [CH3:59][CH:57]([CH2:56][CH2:55][CH2:54][C@H:53]([C@@H:52]1[C@:61]2([CH3:69])[C@H:49]([C@H:48]3[C@H:64]([CH2:63][CH2:62]2)[C@:65]2([CH3:68])[C:45]([CH2:44][C@@H:43]([O:42][CH2:41][CH2:40][CH2:39][CH2:38][CH2:37][CH2:36][CH2:35][CH2:34][O:25][C@H:4]([CH2:5][O:6][CH2:7][CH2:8][CH2:9][CH2:10][CH2:11][CH2:12][CH2:13][CH2:14]/[CH:15]=[CH:16]\[CH2:17]/[CH:18]=[CH:19]\[CH2:20][CH2:21][CH2:22][CH2:23][CH3:24])[CH2:3][N:2]([CH3:1])[CH3:26])[CH2:67][CH2:66]2)=[CH:46][CH2:47]3)[CH2:50][CH2:51]1)[CH3:60])[CH3:58]. (6) The reactants are [Li]CCCC.N(C(C)C)C(C)C.[CH:13]1([C:16]([O:18][C:19]([CH3:22])([CH3:21])[CH3:20])=[O:17])[CH2:15][CH2:14]1.Br[CH2:24][CH2:25][CH2:26][CH2:27][Cl:28].[NH4+].[Cl-]. The catalyst is C1COCC1. The product is [Cl:28][CH2:27][CH2:26][CH2:25][CH2:24][C:13]1([C:16]([O:18][C:19]([CH3:22])([CH3:21])[CH3:20])=[O:17])[CH2:15][CH2:14]1. The yield is 0.520. (7) The product is [O:1]=[C:2]1[N:10]2[C@@H:5]([CH2:6][CH2:7][C@H:8]([C:11]([OH:13])=[O:12])[CH2:9]2)[CH2:4][CH2:3]1. The catalyst is CO.O. The yield is 0.760. The reactants are [O:1]=[C:2]1[N:10]2[CH:5]([CH2:6][CH2:7][CH:8]([C:11]([O:13]C)=[O:12])[CH2:9]2)[CH2:4][CH2:3]1.C[O-].[Na+].Cl. (8) The reactants are FC(F)(F)C(O)=O.[C:8]1([NH:14][C:15]([C:17]2[CH:22]=[CH:21][CH:20]=[CH:19][C:18]=2[N:23]2[CH2:28][CH2:27][NH:26][CH2:25][CH2:24]2)=[O:16])[CH:13]=[CH:12][CH:11]=[CH:10][CH:9]=1.C(N(C(C)C)CC)(C)C.[Cl:38][CH2:39][C:40](Cl)=[O:41]. The catalyst is C(Cl)Cl. The product is [Cl:38][CH2:39][C:40]([N:26]1[CH2:27][CH2:28][N:23]([C:18]2[CH:19]=[CH:20][CH:21]=[CH:22][C:17]=2[C:15]([NH:14][C:8]2[CH:9]=[CH:10][CH:11]=[CH:12][CH:13]=2)=[O:16])[CH2:24][CH2:25]1)=[O:41]. The yield is 0.750.